This data is from HIV replication inhibition screening data with 41,000+ compounds from the AIDS Antiviral Screen. The task is: Binary Classification. Given a drug SMILES string, predict its activity (active/inactive) in a high-throughput screening assay against a specified biological target. (1) The compound is O=C1C2CCN(CC2)C1CN1CCOCC1. The result is 0 (inactive). (2) The drug is CCCCCC=C(c1cc(Cl)c(OC)c(C(=O)O)c1)c1cc(Cl)c(OC)c(C(=O)O)c1. The result is 0 (inactive). (3) The drug is CCOC(OCC)C(CC)[Se]c1ccccc1[N+](=O)[O-]. The result is 0 (inactive). (4) The drug is CC1(C)CC[P+](c2ccccc2)(c2ccccc2)c2ccccc21.F[P-](F)(F)(F)(F)F. The result is 0 (inactive). (5) The drug is COC(=O)C(=O)C(=CNC(=S)NC1CCCCC1)C(=O)c1ccc(F)cc1. The result is 0 (inactive). (6) The compound is COc1cc(OC)c2nccc(NCCCN(C)C)c2c1[N+](=O)[O-].Cl. The result is 0 (inactive). (7) The compound is CCC1([N+](=O)[O-])CN(N=O)C1. The result is 0 (inactive). (8) The molecule is CC(=O)NC1=NC(=O)C(=Cc2cccc(Cl)c2Cl)N1C. The result is 0 (inactive). (9) The drug is O=C(CN1CCN(c2cccc(Cl)c2)CC1)N1CCc2c([nH]c3ccccc23)C1c1cccnc1. The result is 0 (inactive). (10) The drug is CCOC(=O)C(C)(C)Oc1ccc2c(=O)cc(-c3ccc(Cl)cc3)oc2c1. The result is 0 (inactive).